Dataset: Catalyst prediction with 721,799 reactions and 888 catalyst types from USPTO. Task: Predict which catalyst facilitates the given reaction. Reactant: [CH3:1][O:2][C:3]([C:5]1[C:6]([OH:24])=[C:7]2[C:12](=[CH:13][N:14]=1)[N:11]([CH2:15][C:16]1[CH:21]=[CH:20][CH:19]=[CH:18][CH:17]=1)[C:10](=[O:22])[C:9](Br)=[CH:8]2)=[O:4].[C:25]1([Sn](CCCC)(CCCC)CCCC)[CH:30]=[CH:29][CH:28]=[CH:27][CH:26]=1.CCOC(C)=O.Cl. Product: [CH3:1][O:2][C:3]([C:5]1[C:6]([OH:24])=[C:7]2[C:12](=[CH:13][N:14]=1)[N:11]([CH2:15][C:16]1[CH:21]=[CH:20][CH:19]=[CH:18][CH:17]=1)[C:10](=[O:22])[C:9]([C:25]1[CH:30]=[CH:29][CH:28]=[CH:27][CH:26]=1)=[CH:8]2)=[O:4]. The catalyst class is: 510.